The task is: Predict which catalyst facilitates the given reaction.. This data is from Catalyst prediction with 721,799 reactions and 888 catalyst types from USPTO. (1) The catalyst class is: 5. Reactant: [CH:1]1([O:5][C:6]2[CH:15]=[C:14]([F:16])[C:13]([F:17])=[C:12]3[C:7]=2[CH:8]=[CH:9][C:10]([CH3:18])=[N:11]3)[CH2:4][CH2:3][CH2:2]1.[H][H]. Product: [CH:1]1([O:5][C:6]2[CH:15]=[C:14]([F:16])[C:13]([F:17])=[C:12]3[C:7]=2[CH2:8][CH2:9][C@H:10]([CH3:18])[NH:11]3)[CH2:2][CH2:3][CH2:4]1. (2) Reactant: [CH2:1]([O:3][C:4]([C:6]1[S:7][C:8]([S:23][CH3:24])=[C:9]2[C:14](=O)[CH:13]([CH:16](OCC)OCC)[CH2:12][CH2:11][C:10]=12)=[O:5])[CH3:2].O.[CH3:26][NH:27][NH2:28].Cl. Product: [CH2:1]([O:3][C:4]([C:6]1[S:7][C:8]([S:23][CH3:24])=[C:9]2[C:14]3[N:27]([CH3:26])[N:28]=[CH:16][C:13]=3[CH2:12][CH2:11][C:10]=12)=[O:5])[CH3:2]. The catalyst class is: 8. (3) Reactant: [Br:1][C:2]1[CH:17]=[CH:16][C:5]([O:6][CH2:7][C:8]2[O:12][N:11]=[C:10]([C:13]([OH:15])=O)[CH:9]=2)=[CH:4][CH:3]=1.C(N(CC)CC)C.Cl.C(N=C=NCCCN(C)C)C.ON1C2C=CC=CC=2N=N1.[O:47]1[CH2:52][CH2:51][CH:50]([CH2:53][NH2:54])[CH2:49][CH2:48]1. Product: [O:47]1[CH2:52][CH2:51][CH:50]([CH2:53][NH:54][C:13]([C:10]2[CH:9]=[C:8]([CH2:7][O:6][C:5]3[CH:4]=[CH:3][C:2]([Br:1])=[CH:17][CH:16]=3)[O:12][N:11]=2)=[O:15])[CH2:49][CH2:48]1. The catalyst class is: 145. (4) Reactant: O.[NH2:2]N.C[N:5]([CH2:7][CH:8]1[C:17](=O)[C:16]2[C:11](=[CH:12][CH:13]=[CH:14][CH:15]=2)[O:10][CH2:9]1)C. Product: [N:2]1[NH:5][CH2:7][CH:8]2[CH2:9][O:10][C:11]3[CH:12]=[CH:13][CH:14]=[CH:15][C:16]=3[C:17]=12. The catalyst class is: 8. (5) Reactant: [F:1][C:2]1[CH:7]=[C:6]([N+:8]([O-])=O)[CH:5]=[CH:4][C:3]=1[OH:11]. Product: [F:1][C:2]1[CH:7]=[C:6]([NH2:8])[CH:5]=[CH:4][C:3]=1[OH:11]. The catalyst class is: 663. (6) Reactant: [F:1][C:2]1[CH:7]=[C:6]([F:8])[CH:5]=[CH:4][C:3]=1[CH:9]=[C:10]([C:21](=O)[CH2:22][CH3:23])[C:11]([O:13][CH2:14][C:15]1[CH:20]=[CH:19][CH:18]=[CH:17][CH:16]=1)=[O:12].[CH3:25][O:26][C:27]([NH2:29])=[NH:28].[CH3:25][O:26][C:27]([NH2:29])=[NH:28].OS(O)(=O)=O.C([O-])(O)=O.[Na+]. Product: [CH2:14]([O:13][C:11]([C:10]1[CH:9]([C:3]2[CH:4]=[CH:5][C:6]([F:8])=[CH:7][C:2]=2[F:1])[NH:29][C:27]([O:26][CH3:25])=[N:28][C:21]=1[CH2:22][CH3:23])=[O:12])[C:15]1[CH:20]=[CH:19][CH:18]=[CH:17][CH:16]=1. The catalyst class is: 8.